This data is from Catalyst prediction with 721,799 reactions and 888 catalyst types from USPTO. The task is: Predict which catalyst facilitates the given reaction. (1) Reactant: [Cl:1][C:2]1[CH:3]=[C:4]2[C:8](=[CH:9][CH:10]=1)[NH:7][C:6]([C:11]([CH:13]([CH2:25][CH2:26][CH3:27])[CH2:14][C:15]1[CH:24]=[CH:23][C:18]([C:19]([O:21][CH3:22])=[O:20])=[CH:17][CH:16]=1)=[O:12])=[CH:5]2.[H-].[Na+].[F:30][C:31]([F:41])([F:40])[C:32]1[CH:39]=[CH:38][C:35]([CH2:36]Br)=[CH:34][CH:33]=1. Product: [Cl:1][C:2]1[CH:3]=[C:4]2[C:8](=[CH:9][CH:10]=1)[N:7]([CH2:36][C:35]1[CH:34]=[CH:33][C:32]([C:31]([F:30])([F:40])[F:41])=[CH:39][CH:38]=1)[C:6]([C:11]([CH:13]([CH2:25][CH2:26][CH3:27])[CH2:14][C:15]1[CH:24]=[CH:23][C:18]([C:19]([O:21][CH3:22])=[O:20])=[CH:17][CH:16]=1)=[O:12])=[CH:5]2. The catalyst class is: 3. (2) Reactant: [CH:1](=O)[C:2]1[CH:7]=[CH:6][CH:5]=[CH:4][CH:3]=1.CO.[C@H:11]1([NH2:18])[CH2:16][CH2:15][CH2:14][CH2:13][C@@H:12]1[NH2:17].[BH4-].[Na+]. Product: [CH2:1]([NH:17][C@H:12]1[CH2:13][CH2:14][CH2:15][CH2:16][C@@H:11]1[NH2:18])[C:2]1[CH:7]=[CH:6][CH:5]=[CH:4][CH:3]=1. The catalyst class is: 6. (3) Reactant: C([Li])CCC.[O:6]1[CH:10]=[CH:9][CH:8]=[C:7]1[CH:11]1[O:15][CH2:14][CH2:13][O:12]1.[CH2:16](Br)[C:17]1[CH:22]=[CH:21][CH:20]=[CH:19][CH:18]=1. Product: [CH2:16]([C:10]1[O:6][C:7]([CH:11]2[O:15][CH2:14][CH2:13][O:12]2)=[CH:8][CH:9]=1)[C:17]1[CH:22]=[CH:21][CH:20]=[CH:19][CH:18]=1. The catalyst class is: 7.